This data is from Catalyst prediction with 721,799 reactions and 888 catalyst types from USPTO. The task is: Predict which catalyst facilitates the given reaction. (1) The catalyst class is: 10. Product: [O:23]=[C:21]1[C:20]2[CH:24]=[CH:25][CH:26]=[CH:27][C:19]=2[S:18][C:17]([C:15]2[N:16]=[C:11]([CH2:10][CH2:9][NH:8][C:41]([NH:40][C:34]3[CH:39]=[CH:38][CH:37]=[CH:36][CH:35]=3)=[O:42])[CH:12]=[CH:13][CH:14]=2)=[N:22]1. Reactant: FC(F)(F)C(O)=O.[NH2:8][CH2:9][CH2:10][C:11]1[N:16]=[C:15]([C:17]2[S:18][C:19]3[CH:27]=[CH:26][CH:25]=[CH:24][C:20]=3[C:21](=[O:23])[N:22]=2)[CH:14]=[CH:13][CH:12]=1.C(=O)([O-])[O-].[K+].[K+].[C:34]1([N:40]=[C:41]=[O:42])[CH:39]=[CH:38][CH:37]=[CH:36][CH:35]=1. (2) Reactant: [C@@H:1]1([N:10]2C=CC(N)=NC2=O)[O:9][C@H:6]([CH2:7]O)[C@@H:4](O)[C@H:2]1O.[C:18](OC(=O)C1C=CC=CC=1)(=O)[C:19]1C=CC=CC=1. Product: [C:1]([NH2:10])(=[O:9])[C:2]1[CH:4]=[CH:6][CH:7]=[CH:19][CH:18]=1. The catalyst class is: 3. (3) Reactant: [CH3:1][C:2]1[CH:6]=[C:5]([CH3:7])[NH:4][N:3]=1.[H-].[Na+].[F:10][C:11]1[CH:16]=[CH:15][CH:14]=[C:13](F)[N:12]=1.O. Product: [CH3:1][C:2]1[CH:6]=[C:5]([CH3:7])[N:4]([C:13]2[CH:14]=[CH:15][CH:16]=[C:11]([F:10])[N:12]=2)[N:3]=1. The catalyst class is: 9. (4) Reactant: [N:1]([CH2:4][C:5]1[C:10]([C:11]([F:14])([F:13])[F:12])=[N:9][C:8]2[N:15]([CH2:18][CH3:19])[N:16]=[CH:17][C:7]=2[C:6]=1[NH:20][CH:21]1[CH2:26][CH2:25][O:24][CH2:23][CH2:22]1)=[N+]=[N-]. Product: [NH2:1][CH2:4][C:5]1[C:10]([C:11]([F:12])([F:13])[F:14])=[N:9][C:8]2[N:15]([CH2:18][CH3:19])[N:16]=[CH:17][C:7]=2[C:6]=1[NH:20][CH:21]1[CH2:22][CH2:23][O:24][CH2:25][CH2:26]1. The catalyst class is: 63. (5) Reactant: C(N(C(C)C)CC)(C)C.[CH2:10]([O:12][C:13]([C:15]1([NH:20][C:21]([CH:23]2[CH2:27][CH:26]([OH:28])[CH2:25][CH:24]2[C:29]([OH:31])=O)=[O:22])[CH2:17][CH:16]1[CH:18]=[CH2:19])=[O:14])[CH3:11].CN(C(ON1N=NC2C=CC=NC1=2)=[N+](C)C)C.F[P-](F)(F)(F)(F)F.[CH3:56][NH:57][CH2:58][CH2:59][CH2:60][CH2:61][CH:62]=[CH2:63].CCN(C(C)C)C(C)C. Product: [CH2:10]([O:12][C:13]([C:15]1([NH:20][C:21]([CH:23]2[CH2:27][CH:26]([OH:28])[CH2:25][CH:24]2[C:29](=[O:31])[N:57]([CH2:58][CH2:59][CH2:60][CH2:61][CH:62]=[CH2:63])[CH3:56])=[O:22])[CH2:17][CH:16]1[CH:18]=[CH2:19])=[O:14])[CH3:11]. The catalyst class is: 59. (6) Reactant: [CH3:1][S:2]([C:5]1[CH:6]=[C:7]([CH:29]=[CH:30][CH:31]=1)[O:8][C:9]1[CH:10]=[C:11]([NH:15][C:16]2[CH:21]=[CH:20][CH:19]=[C:18]([C:22]([F:25])([F:24])[F:23])[C:17]=2[N+:26]([O-])=O)[CH:12]=[CH:13][CH:14]=1)(=[O:4])=[O:3].Cl.CC(O)=O.CCOC(C)=O. Product: [CH3:1][S:2]([C:5]1[CH:6]=[C:7]([CH:29]=[CH:30][CH:31]=1)[O:8][C:9]1[CH:10]=[C:11]([NH:15][C:16]2[C:17]([NH2:26])=[C:18]([C:22]([F:23])([F:24])[F:25])[CH:19]=[CH:20][CH:21]=2)[CH:12]=[CH:13][CH:14]=1)(=[O:3])=[O:4]. The catalyst class is: 447. (7) Reactant: [CH3:1][N:2]1[CH2:7][CH2:6][CH:5]([N:8]2[C:17]3[C:12](=[CH:13][C:14]([N+:18]([O-])=O)=[CH:15][CH:16]=3)[CH2:11][CH2:10][C:9]2=[O:21])[CH2:4][CH2:3]1.[H][H]. Product: [NH2:18][C:14]1[CH:13]=[C:12]2[C:17](=[CH:16][CH:15]=1)[N:8]([CH:5]1[CH2:4][CH2:3][N:2]([CH3:1])[CH2:7][CH2:6]1)[C:9](=[O:21])[CH2:10][CH2:11]2. The catalyst class is: 63.